This data is from Catalyst prediction with 721,799 reactions and 888 catalyst types from USPTO. The task is: Predict which catalyst facilitates the given reaction. (1) Reactant: S(=O)(=O)(O)O.[CH2:6]([C:8]1[CH:13]=[CH:12][C:11]([N+:14]([O-:16])=[O:15])=[CH:10][C:9]=1N)[CH3:7].N([O-])=[O:19].[Na+]. Product: [CH2:6]([C:8]1[CH:13]=[CH:12][C:11]([N+:14]([O-:16])=[O:15])=[CH:10][C:9]=1[OH:19])[CH3:7]. The catalyst class is: 6. (2) Reactant: [C:1](OC(=O)C)(=[O:3])[CH3:2].N1C=CC=CC=1.ClCCl.[CH:17]1(/[CH:22]=[C:23](\[C:36]2[CH:41]=[CH:40][C:39]([S:42]([CH:45]3[CH2:47][CH2:46]3)(=[O:44])=[O:43])=[CH:38][CH:37]=2)/[C:24]([NH:26][C:27]2[S:28][CH:29]=[C:30]([CH:32]([OH:35])[CH2:33][OH:34])[N:31]=2)=[O:25])[CH2:21][CH2:20][CH2:19][CH2:18]1. Product: [C:1]([O:34][CH2:33][CH:32]([C:30]1[N:31]=[C:27]([NH:26][C:24](=[O:25])/[C:23](/[C:36]2[CH:41]=[CH:40][C:39]([S:42]([CH:45]3[CH2:47][CH2:46]3)(=[O:44])=[O:43])=[CH:38][CH:37]=2)=[CH:22]/[CH:17]2[CH2:21][CH2:20][CH2:19][CH2:18]2)[S:28][CH:29]=1)[OH:35])(=[O:3])[CH3:2]. The catalyst class is: 6. (3) Reactant: Br[CH2:2][CH2:3][O:4][C:5]1[CH:10]=[CH:9][C:8]([NH:11][C:12](=[O:20])[C:13]2[CH:18]=[CH:17][CH:16]=[C:15]([F:19])[CH:14]=2)=[CH:7][C:6]=1[C:21]1[N:25]([CH3:26])[N:24]=[CH:23][CH:22]=1.[NH2:27][C:28]1[N:32]=[CH:31][NH:30][N:29]=1.[H-].[Na+]. Product: [F:19][C:15]1[CH:14]=[C:13]([CH:18]=[CH:17][CH:16]=1)[C:12]([NH:11][C:8]1[CH:9]=[CH:10][C:5]([O:4][CH2:3][CH2:2][NH:27][C:28]2[N:32]=[CH:31][NH:30][N:29]=2)=[C:6]([C:21]2[N:25]([CH3:26])[N:24]=[CH:23][CH:22]=2)[CH:7]=1)=[O:20]. The catalyst class is: 44. (4) Reactant: [CH2:1]([O:8][CH2:9][C:10]1([CH2:30][OH:31])[CH2:29][CH2:28][CH2:27][C:12]2([O:16][C:15](=[O:17])[N:14]([CH2:18][C:19]3[CH:24]=[CH:23][C:22]([O:25][CH3:26])=[CH:21][CH:20]=3)[CH2:13]2)[CH2:11]1)[C:2]1[CH:7]=[CH:6][CH:5]=[CH:4][CH:3]=1.CCN(C(C)C)C(C)C.[CH3:41][S:42](Cl)(=[O:44])=[O:43].Cl. Product: [CH3:41][S:42]([O:31][CH2:30][C:10]1([CH2:9][O:8][CH2:1][C:2]2[CH:7]=[CH:6][CH:5]=[CH:4][CH:3]=2)[CH2:29][CH2:28][CH2:27][C:12]2([O:16][C:15](=[O:17])[N:14]([CH2:18][C:19]3[CH:24]=[CH:23][C:22]([O:25][CH3:26])=[CH:21][CH:20]=3)[CH2:13]2)[CH2:11]1)(=[O:44])=[O:43]. The catalyst class is: 2.